This data is from Forward reaction prediction with 1.9M reactions from USPTO patents (1976-2016). The task is: Predict the product of the given reaction. (1) Given the reactants [CH3:1][S:2]([C:5]1[CH:10]=[CH:9][C:8]([C:11]2[N:16]=[N:15][C:14]([CH2:17][NH:18][CH:19]3[CH2:24][CH2:23][N:22]([C:25]([O:27][C:28]([CH3:31])([CH3:30])[CH3:29])=[O:26])[CH2:21][CH2:20]3)=[CH:13][CH:12]=2)=[CH:7][CH:6]=1)(=[O:4])=[O:3].I[CH2:33][CH3:34].C(=O)([O-])[O-].[K+].[K+], predict the reaction product. The product is: [CH2:33]([N:18]([CH2:17][C:14]1[N:15]=[N:16][C:11]([C:8]2[CH:9]=[CH:10][C:5]([S:2]([CH3:1])(=[O:3])=[O:4])=[CH:6][CH:7]=2)=[CH:12][CH:13]=1)[CH:19]1[CH2:24][CH2:23][N:22]([C:25]([O:27][C:28]([CH3:31])([CH3:30])[CH3:29])=[O:26])[CH2:21][CH2:20]1)[CH3:34]. (2) Given the reactants [NH2:1][C:2]1[C:11]2[CH:10]=[CH:9][CH:8]=[C:7](Br)[C:6]=2[N:5]=[C:4]2[CH2:13][N:14]([CH:17]3[CH2:19][CH2:18]3)[C:15](=[O:16])[C:3]=12.[F:20][C:21]1[CH:26]=[C:25]([O:27][CH3:28])[CH:24]=[C:23]([F:29])[C:22]=1B(O)O, predict the reaction product. The product is: [NH2:1][C:2]1[C:11]2[CH:10]=[CH:9][CH:8]=[C:7]([C:22]3[C:21]([F:20])=[CH:26][C:25]([O:27][CH3:28])=[CH:24][C:23]=3[F:29])[C:6]=2[N:5]=[C:4]2[CH2:13][N:14]([CH:17]3[CH2:19][CH2:18]3)[C:15](=[O:16])[C:3]=12. (3) Given the reactants [NH2:1][CH2:2][C:3]1[CH:4]=[N:5][CH:6]=[CH:7][CH:8]=1.[C:9]1([C:37]2[CH:42]=[CH:41][CH:40]=[CH:39][CH:38]=2)[CH:14]=[CH:13][C:12]([C:15]([N:17]2[C:23]3[CH:24]=[CH:25][CH:26]=[CH:27][C:22]=3[CH2:21][N:20]3[C:28]([C:31](=[O:36])C(Cl)(Cl)Cl)=[CH:29][CH:30]=[C:19]3[CH2:18]2)=[O:16])=[CH:11][CH:10]=1.O, predict the reaction product. The product is: [C:9]1([C:37]2[CH:42]=[CH:41][CH:40]=[CH:39][CH:38]=2)[CH:10]=[CH:11][C:12]([C:15]([N:17]2[C:23]3[CH:24]=[CH:25][CH:26]=[CH:27][C:22]=3[CH2:21][N:20]3[C:28]([C:31]([NH:1][CH2:2][C:3]4[CH:4]=[N:5][CH:6]=[CH:7][CH:8]=4)=[O:36])=[CH:29][CH:30]=[C:19]3[CH2:18]2)=[O:16])=[CH:13][CH:14]=1. (4) Given the reactants [CH3:1][N:2]([CH2:13][C:14]([O:16]C)=[O:15])[S:3]([C:6]1[CH:11]=[CH:10][C:9]([CH3:12])=[CH:8][CH:7]=1)(=[O:5])=[O:4].O[Li].O, predict the reaction product. The product is: [CH3:1][N:2]([CH2:13][C:14]([OH:16])=[O:15])[S:3]([C:6]1[CH:7]=[CH:8][C:9]([CH3:12])=[CH:10][CH:11]=1)(=[O:4])=[O:5]. (5) Given the reactants O[CH2:2][C:3]1[CH:12]=[CH:11][C:6]([C:7]([O:9][CH3:10])=[O:8])=[CH:5][N:4]=1.S(Cl)([Cl:15])=O, predict the reaction product. The product is: [Cl:15][CH2:2][C:3]1[CH:12]=[CH:11][C:6]([C:7]([O:9][CH3:10])=[O:8])=[CH:5][N:4]=1.